From a dataset of Forward reaction prediction with 1.9M reactions from USPTO patents (1976-2016). Predict the product of the given reaction. (1) Given the reactants Cl.N[CH:3]1[CH2:12][CH2:11][C:10]2[CH:9]=[C:8]([C:13]([OH:15])=[O:14])[CH:7]=[CH:6][C:5]=2[CH2:4]1.[CH3:16][C:17]([O:20][C:21](O[C:21]([O:20][C:17]([CH3:19])([CH3:18])[CH3:16])=[O:22])=[O:22])([CH3:19])[CH3:18].[OH-].[Na+], predict the reaction product. The product is: [C:17]([O:20][C:21]([CH:3]1[CH2:12][CH2:11][C:10]2[CH:9]=[C:8]([C:13]([OH:15])=[O:14])[CH:7]=[CH:6][C:5]=2[CH2:4]1)=[O:22])([CH3:19])([CH3:18])[CH3:16]. (2) Given the reactants [Br:1][C:2]1[CH:3]=[C:4]([CH:10]=O)[C:5]([CH:8]=O)=[CH:6][CH:7]=1.[C:12]1(=[O:19])[CH2:17][CH2:16][C:15](=[O:18])[CH2:14][CH2:13]1.[OH-].[Na+], predict the reaction product. The product is: [Br:1][C:2]1[CH:7]=[CH:6][C:5]2[C:4](=[CH:10][C:17]3[C:12](=[O:19])[C:13]4[C:14]([C:15](=[O:18])[C:16]=3[CH:8]=2)=[CH:10][C:4]2[C:5](=[CH:6][CH:7]=[C:2]([Br:1])[CH:3]=2)[CH:8]=4)[CH:3]=1.[Br:1][C:2]1[CH:7]=[CH:6][C:5]2[C:4](=[CH:10][C:17]3[C:12](=[O:19])[C:13]4[C:14]([C:15](=[O:18])[C:16]=3[CH:8]=2)=[CH:8][C:5]2[C:4](=[CH:3][C:2]([Br:1])=[CH:7][CH:6]=2)[CH:10]=4)[CH:3]=1. (3) Given the reactants [Br:1][C:2]1[CH:12]=[CH:11][C:5]([C:6]([O:8][CH2:9][CH3:10])=[O:7])=[CH:4][C:3]=1[OH:13].[C:14]([O:17][CH2:18][CH2:19][CH2:20][CH2:21]I)(=[O:16])[CH3:15].[H-].[Na+], predict the reaction product. The product is: [C:14]([O:17][CH2:18][CH2:19][CH2:20][CH2:21][O:13][C:3]1[CH:4]=[C:5]([CH:11]=[CH:12][C:2]=1[Br:1])[C:6]([O:8][CH2:9][CH3:10])=[O:7])(=[O:16])[CH3:15]. (4) Given the reactants [Cl:1][C:2]1[CH:16]=[CH:15][C:5]2[NH:6][C:7]([CH:9]3[O:14][CH2:13][CH2:12][NH:11][CH2:10]3)=[N:8][C:4]=2[CH:3]=1.CCN(C(C)C)C(C)C.[Cl:26][C:27]1[CH:32]=[C:31](Cl)[N:30]=[C:29]([NH2:34])[N:28]=1, predict the reaction product. The product is: [Cl:26][C:27]1[CH:32]=[C:31]([N:11]2[CH2:12][CH2:13][O:14][CH:9]([C:7]3[NH:6][C:5]4[CH:15]=[CH:16][C:2]([Cl:1])=[CH:3][C:4]=4[N:8]=3)[CH2:10]2)[N:30]=[C:29]([NH2:34])[N:28]=1.